From a dataset of Reaction yield outcomes from USPTO patents with 853,638 reactions. Predict the reaction yield, written as a fraction of the theoretical maximum amount of product (1.0 means a 100% yield; for example, 0.34 means a 34% yield). (1) The reactants are Br[C:2]1[CH:3]=[C:4]2[C:9](=[N:10][CH:11]=1)[NH:8][C:7](=[O:12])[CH2:6][CH2:5]2.[NH:13]1[C:21]2[C:16](=[CH:17][CH:18]=[CH:19][CH:20]=2)[C:15]([CH2:22][N:23]([CH3:28])[C:24](=[O:27])[CH:25]=[CH2:26])=[CH:14]1.C1(C)C=CC=CC=1P(C1C=CC=CC=1C)C1C=CC=CC=1C.C(N(C(C)C)CC)(C)C. The catalyst is C(#N)CC.CC([O-])=O.CC([O-])=O.[Pd+2]. The product is [NH:13]1[C:21]2[C:16](=[CH:17][CH:18]=[CH:19][CH:20]=2)[C:15]([CH2:22][N:23]([CH3:28])[C:24](=[O:27])/[CH:25]=[CH:26]/[C:2]2[CH:11]=[N:10][C:9]3[NH:8][C:7](=[O:12])[CH2:6][CH2:5][C:4]=3[CH:3]=2)=[CH:14]1. The yield is 0.370. (2) The reactants are C[O:2][C:3](=[O:20])[C:4]1[CH:9]=[C:8]([C:10]#[C:11][Si](C)(C)C)[CH:7]=[CH:6][C:5]=1[O:16][CH:17]([CH3:19])[CH3:18]. The catalyst is [OH-].[K+]. The product is [C:10]([C:8]1[CH:7]=[CH:6][C:5]([O:16][CH:17]([CH3:19])[CH3:18])=[C:4]([CH:9]=1)[C:3]([OH:20])=[O:2])#[CH:11]. The yield is 0.970. (3) The reactants are [Cl:1][C:2]1[N:7]=[C:6]([C:8]([O:10][CH3:11])=[O:9])[CH:5]=[C:4](Cl)[N:3]=1.[C:13]([O-])([O-])=[O:14].[K+].[K+]. The catalyst is CO. The product is [Cl:1][C:2]1[N:7]=[C:6]([C:8]([O:10][CH3:11])=[O:9])[CH:5]=[C:4]([O:14][CH3:13])[N:3]=1. The yield is 0.750. (4) The reactants are [NH2:1][C:2]1[CH:7]=[CH:6][C:5]([F:8])=[CH:4][C:3]=1[NH:9][C:10]1[C:18]2[O:17][CH2:16][C@@H:15]([N:19]([C:34](=[O:39])[C:35]([F:38])([F:37])[F:36])[C:20]3[CH:33]=[CH:32][C:23]4[C@H:24]([CH2:27][C:28]([O:30][CH3:31])=[O:29])[CH2:25][O:26][C:22]=4[CH:21]=3)[C:14]=2[CH:13]=[CH:12][CH:11]=1.[CH3:40][CH:41]([CH3:45])[C:42](Cl)=O.C(=O)([O-])O.[Na+]. The catalyst is CN(C)C(=O)C. The product is [F:8][C:5]1[CH:6]=[CH:7][C:2]2[N:1]=[C:40]([CH:41]([CH3:45])[CH3:42])[N:9]([C:10]3[C:18]4[O:17][CH2:16][C@@H:15]([N:19]([C:34](=[O:39])[C:35]([F:37])([F:38])[F:36])[C:20]5[CH:33]=[CH:32][C:23]6[C@H:24]([CH2:27][C:28]([O:30][CH3:31])=[O:29])[CH2:25][O:26][C:22]=6[CH:21]=5)[C:14]=4[CH:13]=[CH:12][CH:11]=3)[C:3]=2[CH:4]=1. The yield is 0.760. (5) The reactants are [OH-].[Na+].[O:3]=[C:4]1[C:8]([C:9]2[CH:14]=[CH:13][C:12]([C:15]([F:18])([F:17])[F:16])=[CH:11][CH:10]=2)=[N:7][C:6]2([CH2:22][CH2:21][CH2:20][CH2:19]2)[N:5]1[CH2:23][C:24]([O:26]CC)=[O:25].CO. The catalyst is O. The product is [O:3]=[C:4]1[C:8]([C:9]2[CH:14]=[CH:13][C:12]([C:15]([F:18])([F:16])[F:17])=[CH:11][CH:10]=2)=[N:7][C:6]2([CH2:22][CH2:21][CH2:20][CH2:19]2)[N:5]1[CH2:23][C:24]([OH:26])=[O:25]. The yield is 0.850. (6) The reactants are [Cl:1][C:2]1[CH:17]=[CH:16][C:5]([O:6][C:7]2[CH:15]=[CH:14][C:10]([C:11](O)=[O:12])=[CH:9][CH:8]=2)=[C:4]([N+:18]([O-:20])=[O:19])[CH:3]=1.C(Cl)(=O)C([Cl:24])=O.CN(C=O)C. The catalyst is C(Cl)Cl. The product is [Cl:1][C:2]1[CH:17]=[CH:16][C:5]([O:6][C:7]2[CH:15]=[CH:14][C:10]([C:11]([Cl:24])=[O:12])=[CH:9][CH:8]=2)=[C:4]([N+:18]([O-:20])=[O:19])[CH:3]=1. The yield is 1.00.